Regression. Given a peptide amino acid sequence and an MHC pseudo amino acid sequence, predict their binding affinity value. This is MHC class I binding data. From a dataset of Peptide-MHC class I binding affinity with 185,985 pairs from IEDB/IMGT. (1) The peptide sequence is FIANNDCRYY. The MHC is Mamu-B01 with pseudo-sequence Mamu-B01. The binding affinity (normalized) is 0. (2) The peptide sequence is WPYIACRTS. The MHC is HLA-A24:02 with pseudo-sequence HLA-A24:02. The binding affinity (normalized) is 0. (3) The peptide sequence is CTELKLSDY. The MHC is HLA-B46:01 with pseudo-sequence HLA-B46:01. The binding affinity (normalized) is 0.0847. (4) The peptide sequence is NTQGYFPDWQ. The MHC is HLA-B27:05 with pseudo-sequence HLA-B27:05. The binding affinity (normalized) is 0.